From a dataset of NCI-60 drug combinations with 297,098 pairs across 59 cell lines. Regression. Given two drug SMILES strings and cell line genomic features, predict the synergy score measuring deviation from expected non-interaction effect. (1) Drug 1: CC1C(C(CC(O1)OC2CC(CC3=C2C(=C4C(=C3O)C(=O)C5=C(C4=O)C(=CC=C5)OC)O)(C(=O)C)O)N)O.Cl. Drug 2: C1=C(C(=O)NC(=O)N1)F. Cell line: SW-620. Synergy scores: CSS=52.5, Synergy_ZIP=-4.64, Synergy_Bliss=-3.51, Synergy_Loewe=-2.72, Synergy_HSA=-0.310. (2) Drug 1: C1=CC(=C2C(=C1NCCNCCO)C(=O)C3=C(C=CC(=C3C2=O)O)O)NCCNCCO. Drug 2: CN1C2=C(C=C(C=C2)N(CCCl)CCCl)N=C1CCCC(=O)O.Cl. Cell line: RXF 393. Synergy scores: CSS=12.5, Synergy_ZIP=-4.04, Synergy_Bliss=-6.72, Synergy_Loewe=-19.8, Synergy_HSA=-6.74. (3) Drug 1: C1CC(C1)(C(=O)O)C(=O)O.[NH2-].[NH2-].[Pt+2]. Drug 2: CC(C)NC(=O)C1=CC=C(C=C1)CNNC.Cl. Cell line: OVCAR3. Synergy scores: CSS=8.92, Synergy_ZIP=-3.43, Synergy_Bliss=-1.78, Synergy_Loewe=-1.58, Synergy_HSA=-1.81. (4) Drug 1: CN(CC1=CN=C2C(=N1)C(=NC(=N2)N)N)C3=CC=C(C=C3)C(=O)NC(CCC(=O)O)C(=O)O. Drug 2: C1=NC2=C(N=C(N=C2N1C3C(C(C(O3)CO)O)O)F)N. Cell line: SF-268. Synergy scores: CSS=14.5, Synergy_ZIP=-2.13, Synergy_Bliss=3.88, Synergy_Loewe=-21.5, Synergy_HSA=-2.31.